From a dataset of Full USPTO retrosynthesis dataset with 1.9M reactions from patents (1976-2016). Predict the reactants needed to synthesize the given product. (1) The reactants are: Cl[C:2]1[C:7]([CH3:8])=[C:6]([Cl:9])[N:5]=[CH:4][C:3]=1[C:10]([N:12]1[CH2:17][CH2:16][CH:15]([C:18]2[CH:23]=[CH:22][C:21]([F:24])=[CH:20][CH:19]=2)[CH2:14][CH2:13]1)=[O:11].[Cl:25][C:26]1[CH:32]=[CH:31][C:30]([Cl:33])=[CH:29][C:27]=1[NH2:28]. Given the product [Cl:9][C:6]1[N:5]=[CH:4][C:3]([C:10]([N:12]2[CH2:13][CH2:14][CH:15]([C:18]3[CH:19]=[CH:20][C:21]([F:24])=[CH:22][CH:23]=3)[CH2:16][CH2:17]2)=[O:11])=[C:2]([NH:28][C:27]2[CH:29]=[C:30]([Cl:33])[CH:31]=[CH:32][C:26]=2[Cl:25])[C:7]=1[CH3:8], predict the reactants needed to synthesize it. (2) Given the product [CH2:27]([N:15]([CH2:25][CH3:26])[C:12]1[CH:13]=[CH:14][C:9]([B:4]2[O:3][C:2]([CH3:16])([CH3:1])[C:6]([CH3:7])([CH3:8])[O:5]2)=[CH:10][CH:11]=1)[CH3:28], predict the reactants needed to synthesize it. The reactants are: [CH3:1][C:2]1([CH3:16])[C:6]([CH3:8])([CH3:7])[O:5][B:4]([C:9]2[CH:14]=[CH:13][C:12]([NH2:15])=[CH:11][CH:10]=2)[O:3]1.CN(C=O)C.[H-].[Na+].I[CH2:25][CH3:26].[CH3:27][CH2:28]OC(C)=O. (3) Given the product [Cl:1][C:2]1[CH:3]=[C:4]([O:11][CH2:14][C:13]#[CH:12])[CH:5]=[C:6]([F:10])[C:7]=1[CH2:8][OH:9], predict the reactants needed to synthesize it. The reactants are: [Cl:1][C:2]1[CH:3]=[C:4]([OH:11])[CH:5]=[C:6]([F:10])[C:7]=1[CH2:8][OH:9].[CH2:12](Br)[C:13]#[CH:14]. (4) Given the product [C:20]([C:24]1[CH:25]=[C:26]([CH:30]=[C:31]([CH2:33][N:36]2[CH2:40][CH2:39][CH2:38][CH2:37]2)[CH:32]=1)[C:27]([OH:29])=[O:28])([CH3:23])([CH3:22])[CH3:21], predict the reactants needed to synthesize it. The reactants are: C1(P(C2C=CC=CC=2)C2C=CC=CC=2)C=CC=CC=1.[C:20]([C:24]1[CH:25]=[C:26]([CH:30]=[C:31]([CH2:33]O)[CH:32]=1)[C:27]([OH:29])=[O:28])([CH3:23])([CH3:22])[CH3:21].Br[N:36]1[C:40](=O)[CH2:39][CH2:38][C:37]1=O.N1CCCC1. (5) Given the product [CH3:9][N:7]1[CH:8]=[C:4]([N+:1]([O-:3])=[O:2])[N:5]=[N:6]1, predict the reactants needed to synthesize it. The reactants are: [N+:1]([C:4]1[CH:8]=[N:7][NH:6][N:5]=1)([O-:3])=[O:2].[CH2:9]1COCC1.[H-].[Na+].IC. (6) Given the product [CH3:1][O:2][C:3]1[CH:4]=[C:5]2[C:10](=[CH:11][C:12]=1[O:13][CH3:14])[N:9]=[CH:8][CH:7]=[C:6]2[O:15][C:16]1[C:22]([CH3:23])=[CH:21][C:19]([NH:20][C:29](=[O:35])[O:28][C:26]2[CH:45]=[CH:44][CH:43]=[CH:42][C:41]=2[C:37]([CH3:40])([CH3:39])[CH3:38])=[C:18]([CH3:24])[CH:17]=1, predict the reactants needed to synthesize it. The reactants are: [CH3:1][O:2][C:3]1[CH:4]=[C:5]2[C:10](=[CH:11][C:12]=1[O:13][CH3:14])[N:9]=[CH:8][CH:7]=[C:6]2[O:15][C:16]1[C:22]([CH3:23])=[CH:21][C:19]([NH2:20])=[C:18]([CH3:24])[CH:17]=1.Cl[C:26](Cl)([O:28][C:29](=[O:35])OC(Cl)(Cl)Cl)Cl.[C:37]([C:41]1C=[CH:45][CH:44]=[CH:43][C:42]=1O)([CH3:40])([CH3:39])[CH3:38].C(=O)(O)[O-].[Na+].